Dataset: Catalyst prediction with 721,799 reactions and 888 catalyst types from USPTO. Task: Predict which catalyst facilitates the given reaction. (1) Reactant: [CH3:1][C:2]1[C:7]([CH3:8])=[CH:6][N:5]=[C:4]([NH2:9])[CH:3]=1.[C:10]1(=O)[C:18]2[C:13](=[CH:14][CH:15]=[CH:16][CH:17]=2)[C:12](=[O:19])[O:11]1.C([O-])(O)=O.[Na+]. Product: [CH3:1][C:2]1[C:7]([CH3:8])=[CH:6][N:5]=[C:4]([N:9]2[C:10](=[O:11])[C:18]3[C:13](=[CH:14][CH:15]=[CH:16][CH:17]=3)[C:12]2=[O:19])[CH:3]=1. The catalyst class is: 15. (2) Reactant: [CH:1]([NH:4][C:5]1[CH:12]=[CH:11][C:8]([C:9]#[N:10])=[CH:7][N:6]=1)([CH3:3])[CH3:2].[H-].[Na+].[CH2:15](Br)[CH:16]=[CH2:17]. Product: [CH2:17]([N:4]([CH:1]([CH3:3])[CH3:2])[C:5]1[CH:12]=[CH:11][C:8]([C:9]#[N:10])=[CH:7][N:6]=1)[CH:16]=[CH2:15]. The catalyst class is: 3. (3) Reactant: C(OC([N:8]1[CH2:12][C@@H:11]([CH2:13][N:14]([CH:31]([CH3:33])[CH3:32])[C:15](=[O:30])[C:16]2[CH:21]=[CH:20][C:19]([O:22][CH3:23])=[C:18]([O:24][CH2:25][CH2:26][CH2:27][O:28][CH3:29])[CH:17]=2)[C@H:10]([CH:34]=O)[CH2:9]1)=O)(C)(C)C.[CH:36]([NH2:39])([CH3:38])[CH3:37].[BH4-].[Na+]. Product: [CH:31]([N:14]([CH2:13][C@H:11]1[C@H:10]([CH2:34][NH:39][CH:36]([CH3:38])[CH3:37])[CH2:9][NH:8][CH2:12]1)[C:15](=[O:30])[C:16]1[CH:21]=[CH:20][C:19]([O:22][CH3:23])=[C:18]([O:24][CH2:25][CH2:26][CH2:27][O:28][CH3:29])[CH:17]=1)([CH3:33])[CH3:32]. The catalyst class is: 61. (4) Reactant: [Cl:1][C:2]1[CH:7]=[C:6]([Cl:8])[CH:5]=[C:4]([Cl:9])[C:3]=1[C:10]1[C:11]([OH:16])=[CH:12][CH:13]=[CH:14][CH:15]=1.C(=O)([O-])[O-].[K+].[K+].C(Br)C=C.[CH2:27]([O:30]CC=C)[CH:28]=[CH2:29].C(C1C=CC=C(C2C(Cl)=CC(Cl)=CC=2Cl)C=1O)C=C.ClC1C=C(C=CC=1)C(OO)=O. Product: [Cl:1][C:2]1[CH:7]=[C:6]([Cl:8])[CH:5]=[C:4]([Cl:9])[C:3]=1[C:10]1[C:11]2[O:16][CH:28]([CH2:27][OH:30])[CH2:29][C:12]=2[CH:13]=[CH:14][CH:15]=1. The catalyst class is: 728. (5) Reactant: [CH3:1][O:2][C:3]([C:5]1[C:6]2[CH2:7][C:8]([CH3:24])([CH3:23])[CH:9]([C:16]3[CH:21]=[CH:20][CH:19]=[C:18](Br)[CH:17]=3)[NH:10][C:11]=2[CH:12]=[C:13]([F:15])[CH:14]=1)=[O:4].[NH:25]1[CH2:30][CH2:29][O:28][CH2:27][CH2:26]1.Cl.CN(C)CC(O)=O.C(=O)([O-])[O-].[K+].[K+]. Product: [CH3:1][O:2][C:3]([C:5]1[C:6]2[CH2:7][C:8]([CH3:24])([CH3:23])[CH:9]([C:16]3[CH:21]=[CH:20][CH:19]=[C:18]([N:25]4[CH2:30][CH2:29][O:28][CH2:27][CH2:26]4)[CH:17]=3)[NH:10][C:11]=2[CH:12]=[C:13]([F:15])[CH:14]=1)=[O:4]. The catalyst class is: 156. (6) Reactant: [F:1][C:2]([F:15])([F:14])[S:3]([O:6]S(C(F)(F)F)(=O)=O)(=[O:5])=[O:4].[Cl:16][C:17]1[CH:18]=[C:19]([O:26][CH3:27])[C:20](O)=[C:21]([CH:24]=1)[CH:22]=[O:23].O. Product: [F:1][C:2]([F:15])([F:14])[S:3]([O:6][C:20]1[C:19]([O:26][CH3:27])=[CH:18][C:17]([Cl:16])=[CH:24][C:21]=1[CH:22]=[O:23])(=[O:5])=[O:4]. The catalyst class is: 17. (7) Reactant: [Br:1][C:2]1[CH:18]=[CH:17][CH:16]=[CH:15][C:3]=1[O:4][C:5]1[CH:13]=[CH:12][C:8]([C:9]([OH:11])=O)=[CH:7][C:6]=1[Cl:14].ON1C2C=CC=CC=2N=N1.Cl.C(N=C=NCCCN(C)C)C.C(N(CC)CC)C.[NH2:48][CH2:49][C:50]1[C:51]([OH:58])=[N:52][C:53]([CH3:57])=[CH:54][C:55]=1[CH3:56]. Product: [Br:1][C:2]1[CH:18]=[CH:17][CH:16]=[CH:15][C:3]=1[O:4][C:5]1[CH:13]=[CH:12][C:8]([C:9]([NH:48][CH2:49][C:50]2[C:51]([OH:58])=[N:52][C:53]([CH3:57])=[CH:54][C:55]=2[CH3:56])=[O:11])=[CH:7][C:6]=1[Cl:14]. The catalyst class is: 46. (8) Reactant: C[N:2]([CH3:26])[CH:3]=[CH:4][C:5]([C:7]1[CH:8]=[C:9]([NH:13][C:14](=[O:25])[C:15]2[CH:20]=[CH:19][CH:18]=[C:17]([C:21]([F:24])([F:23])[F:22])[CH:16]=2)[CH:10]=[CH:11][CH:12]=1)=O.N[C:28]1[CH:32]=C[NH:30][N:29]=1. Product: [N:29]1[N:30]2[C:5]([C:7]3[CH:8]=[C:9]([NH:13][C:14](=[O:25])[C:15]4[CH:20]=[CH:19][CH:18]=[C:17]([C:21]([F:24])([F:22])[F:23])[CH:16]=4)[CH:10]=[CH:11][CH:12]=3)=[CH:4][CH:3]=[N:2][C:26]2=[CH:32][CH:28]=1. The catalyst class is: 15. (9) Reactant: C([O:3][C:4](=[O:20])[CH2:5][NH:6][C:7]([C:9]1[CH:13]=[C:12]([C:14]2[CH:19]=[CH:18][CH:17]=[CH:16][CH:15]=2)[NH:11][N:10]=1)=[O:8])C.CO.O.O[Li].O. The catalyst class is: 1. Product: [C:14]1([C:12]2[NH:11][N:10]=[C:9]([C:7]([NH:6][CH2:5][C:4]([OH:20])=[O:3])=[O:8])[CH:13]=2)[CH:15]=[CH:16][CH:17]=[CH:18][CH:19]=1.